This data is from Catalyst prediction with 721,799 reactions and 888 catalyst types from USPTO. The task is: Predict which catalyst facilitates the given reaction. (1) Reactant: [CH2:1]([N:3]1[CH:7]=[C:6]([C:8]2[S:12][C:11]3=[N:13][CH:14]=[C:15](I)[N:10]3[N:9]=2)[CH:5]=[N:4]1)[CH3:2].CC1(C)C(C)(C)OB([C:25]2[CH:26]=[C:27]([C:32]([F:35])([F:34])[F:33])[C:28]([NH2:31])=[N:29][CH:30]=2)O1.C([O-])([O-])=O.[Na+].[Na+]. Product: [CH2:1]([N:3]1[CH:7]=[C:6]([C:8]2[S:12][C:11]3=[N:13][CH:14]=[C:15]([C:25]4[CH:26]=[C:27]([C:32]([F:35])([F:34])[F:33])[C:28]([NH2:31])=[N:29][CH:30]=4)[N:10]3[N:9]=2)[CH:5]=[N:4]1)[CH3:2]. The catalyst class is: 184. (2) Reactant: Cl.[CH2:2]([CH:6]1[CH2:11][CH2:10][CH2:9][N:8]([CH2:12][C@@H:13]2[CH2:18][CH2:17][CH2:16][CH2:15][C@H:14]2[NH2:19])[CH2:7]1)[CH2:3][CH2:4][CH3:5].[Cl:20][C:21]1[CH:26]=[CH:25][C:24]([CH2:27][CH2:28][C:29](O)=[O:30])=[CH:23][CH:22]=1.CN(C(ON1N=NC2C=CC=NC1=2)=[N+](C)C)C.F[P-](F)(F)(F)(F)F.C(N(C(C)C)CC)(C)C. Product: [CH2:2]([CH:6]1[CH2:11][CH2:10][CH2:9][N:8]([CH2:12][C@@H:13]2[CH2:18][CH2:17][CH2:16][CH2:15][C@H:14]2[NH:19][C:29](=[O:30])[CH2:28][CH2:27][C:24]2[CH:25]=[CH:26][C:21]([Cl:20])=[CH:22][CH:23]=2)[CH2:7]1)[CH2:3][CH2:4][CH3:5]. The catalyst class is: 3. (3) Reactant: [N:1]1[C:10]2[C:5](=[CH:6][C:7]([CH2:11][C:12]([O:14][CH3:15])=[O:13])=[CH:8][CH:9]=2)[CH:4]=[CH:3][CH:2]=1.[Se](=O)=[O:17]. Product: [CH3:15][O:14][C:12](=[O:13])[C:11](=[O:17])[C:7]1[CH:6]=[C:5]2[C:10](=[CH:9][CH:8]=1)[N:1]=[CH:2][CH:3]=[CH:4]2. The catalyst class is: 12. (4) Reactant: [NH2:1][CH2:2][C:3]1[CH:8]=[CH:7][O:6][CH2:5][CH:4]=1.[CH2:9]([N:11]([C:15]1[CH:20]=[CH:19][C:18](F)=[C:17]([N+:22]([O-:24])=[O:23])[CH:16]=1)[C:12](=[O:14])[CH3:13])[CH3:10].C(=O)([O-])[O-].[Na+].[Na+]. Product: [CH2:9]([N:11]([C:15]1[CH:20]=[CH:19][C:18]([NH:1][CH2:2][CH:3]2[CH2:4][CH2:5][O:6][CH2:7][CH2:8]2)=[C:17]([N+:22]([O-:24])=[O:23])[CH:16]=1)[C:12](=[O:14])[CH3:13])[CH3:10]. The catalyst class is: 14. (5) Reactant: Br[C:2]1[CH:3]=[CH:4][C:5]([CH3:23])=[C:6]([CH:22]=1)[C:7]([NH:9][C:10]1[C:11]([CH3:21])=[C:12]([CH:17]=[CH:18][C:19]=1[CH3:20])[C:13]([O:15][CH3:16])=[O:14])=[O:8].[C:24]([Si:28]([CH3:37])([CH3:36])[O:29][CH:30]1[CH2:35][CH2:34][CH2:33][NH:32][CH2:31]1)([CH3:27])([CH3:26])[CH3:25].C([O-])([O-])=O.[Cs+].[Cs+].COC1C=CC=C(OC)C=1C1C=CC=CC=1P(C1CCCCC1)C1CCCCC1. Product: [Si:28]([O:29][CH:30]1[CH2:35][CH2:34][CH2:33][N:32]([C:2]2[CH:3]=[CH:4][C:5]([CH3:23])=[C:6]([CH:22]=2)[C:7]([NH:9][C:10]2[C:11]([CH3:21])=[C:12]([CH:17]=[CH:18][C:19]=2[CH3:20])[C:13]([O:15][CH3:16])=[O:14])=[O:8])[CH2:31]1)([C:24]([CH3:27])([CH3:26])[CH3:25])([CH3:37])[CH3:36]. The catalyst class is: 62. (6) Reactant: [C:1]1([S:7][CH3:8])[CH:6]=[CH:5][CH:4]=[CH:3][CH:2]=1.CC([O-])(C)C.[K+].[SiH:15]([CH2:20][CH3:21])([CH2:18][CH3:19])[CH2:16][CH3:17]. Product: [CH2:16]([Si:15]([CH2:20][CH3:21])([CH2:18][CH3:19])[CH2:8][S:7][C:1]1[CH:6]=[CH:5][CH:4]=[CH:3][CH:2]=1)[CH3:17]. The catalyst class is: 7. (7) Reactant: [H-].[Na+].[N:3]1[CH:8]=[CH:7][CH:6]=[C:5]([C:9]2[NH:13][C:12]3[CH:14]=[CH:15][CH:16]=[CH:17][C:11]=3[N:10]=2)[CH:4]=1.Br[CH2:19][C:20]1[C:29]2[C:24](=[C:25]([F:30])[CH:26]=[CH:27][CH:28]=2)[NH:23][C:22](=[O:31])[CH:21]=1. Product: [F:30][C:25]1[CH:26]=[CH:27][CH:28]=[C:29]2[C:24]=1[NH:23][C:22](=[O:31])[CH:21]=[C:20]2[CH2:19][N:13]1[C:12]2[CH:14]=[CH:15][CH:16]=[CH:17][C:11]=2[N:10]=[C:9]1[C:5]1[CH:4]=[N:3][CH:8]=[CH:7][CH:6]=1. The catalyst class is: 3.